This data is from NCI-60 drug combinations with 297,098 pairs across 59 cell lines. The task is: Regression. Given two drug SMILES strings and cell line genomic features, predict the synergy score measuring deviation from expected non-interaction effect. (1) Synergy scores: CSS=8.43, Synergy_ZIP=-6.68, Synergy_Bliss=-8.62, Synergy_Loewe=-10.2, Synergy_HSA=-7.88. Drug 2: CCC1(C2=C(COC1=O)C(=O)N3CC4=CC5=C(C=CC(=C5CN(C)C)O)N=C4C3=C2)O.Cl. Drug 1: CC1=C(C=C(C=C1)NC2=NC=CC(=N2)N(C)C3=CC4=NN(C(=C4C=C3)C)C)S(=O)(=O)N.Cl. Cell line: ACHN. (2) Drug 1: CN(C)N=NC1=C(NC=N1)C(=O)N. Drug 2: C1=NC2=C(N1)C(=S)N=C(N2)N. Cell line: HL-60(TB). Synergy scores: CSS=60.3, Synergy_ZIP=-2.94, Synergy_Bliss=-2.55, Synergy_Loewe=-8.31, Synergy_HSA=1.54. (3) Drug 1: COC1=CC(=CC(=C1O)OC)C2C3C(COC3=O)C(C4=CC5=C(C=C24)OCO5)OC6C(C(C7C(O6)COC(O7)C8=CC=CS8)O)O. Drug 2: C1=CC(=CC=C1C#N)C(C2=CC=C(C=C2)C#N)N3C=NC=N3. Cell line: RXF 393. Synergy scores: CSS=19.8, Synergy_ZIP=-3.64, Synergy_Bliss=-2.74, Synergy_Loewe=-3.59, Synergy_HSA=-0.366. (4) Drug 1: C1CC(CCC1OC2=C(C(=CC=C2)Cl)F)(CC3=NC(=CC=C3)NC4=NC=CS4)C(=O)O. Drug 2: CC1CCC2CC(C(=CC=CC=CC(CC(C(=O)C(C(C(=CC(C(=O)CC(OC(=O)C3CCCCN3C(=O)C(=O)C1(O2)O)C(C)CC4CCC(C(C4)OC)OP(=O)(C)C)C)C)O)OC)C)C)C)OC. Cell line: T-47D. Synergy scores: CSS=33.5, Synergy_ZIP=5.69, Synergy_Bliss=7.44, Synergy_Loewe=10.7, Synergy_HSA=12.4.